From a dataset of Full USPTO retrosynthesis dataset with 1.9M reactions from patents (1976-2016). Predict the reactants needed to synthesize the given product. Given the product [Br:11][C:8]1[CH:9]=[CH:10][C:5]2[N:6]([CH:7]=1)[C:2]1[N:1]=[C:23]([C:22]3[CH:25]=[CH:26][CH:27]=[CH:28][C:21]=3[O:20][CH2:15][CH2:16][CH:17]([CH3:19])[CH3:18])[NH:14][C:12](=[O:13])[C:3]=1[N:4]=2, predict the reactants needed to synthesize it. The reactants are: [NH2:1][C:2]1[N:6]2[CH:7]=[C:8]([Br:11])[CH:9]=[CH:10][C:5]2=[N:4][C:3]=1[C:12]([NH2:14])=[O:13].[CH2:15]([O:20][C:21]1[CH:28]=[CH:27][CH:26]=[CH:25][C:22]=1[CH:23]=O)[CH2:16][CH:17]([CH3:19])[CH3:18].S(=O)(O)[O-].[Na+].CS(C)=O.